Task: Predict the reactants needed to synthesize the given product.. Dataset: Full USPTO retrosynthesis dataset with 1.9M reactions from patents (1976-2016) Given the product [C:1]([O:5][C:6]([NH:8][CH:9]1[C:27](=[O:28])[N:26]2[CH:22]([CH2:23][CH:24]([O:29][C:41]3[CH:46]=[CH:45][CH:44]=[CH:43][N:42]=3)[CH2:25]2)[C:21](=[O:30])[NH:20][C:19]2([C:31]([OH:33])=[O:32])[CH:17]([CH2:18]2)[CH:16]=[CH:15][CH2:14][CH2:13][CH2:12][CH2:11][CH2:10]1)=[O:7])([CH3:4])([CH3:2])[CH3:3], predict the reactants needed to synthesize it. The reactants are: [C:1]([O:5][C:6]([NH:8][CH:9]1[C:27](=[O:28])[N:26]2[CH:22]([CH2:23][CH:24]([OH:29])[CH2:25]2)[C:21](=[O:30])[NH:20][C:19]2([C:31]([OH:33])=[O:32])[CH:17]([CH2:18]2)[CH:16]=[CH:15][CH2:14][CH2:13][CH2:12][CH2:11][CH2:10]1)=[O:7])([CH3:4])([CH3:3])[CH3:2].CC(C)([O-])C.[K+].F[C:41]1[CH:46]=[CH:45][CH:44]=[CH:43][N:42]=1.